From a dataset of Forward reaction prediction with 1.9M reactions from USPTO patents (1976-2016). Predict the product of the given reaction. (1) Given the reactants [F-].C([N+](CCCC)(CCCC)CCCC)CCC.[CH3:19][O:20][C:21](=[O:61])[CH2:22][C:23]1[CH:28]=[CH:27][C:26]([C:29]2[CH:34]=[CH:33][C:32]([C:35]([CH2:58][CH3:59])([C:38]3[CH:43]=[CH:42][C:41]([C:44]#[C:45][C:46]4([O:52][Si](C)(C)C)[CH2:51][CH2:50][S:49][CH2:48][CH2:47]4)=[C:40]([CH3:57])[CH:39]=3)[CH2:36][CH3:37])=[CH:31][C:30]=2[CH3:60])=[CH:25][CH:24]=1.O, predict the reaction product. The product is: [CH3:19][O:20][C:21](=[O:61])[CH2:22][C:23]1[CH:24]=[CH:25][C:26]([C:29]2[CH:34]=[CH:33][C:32]([C:35]([CH2:36][CH3:37])([C:38]3[CH:43]=[CH:42][C:41]([C:44]#[C:45][C:46]4([OH:52])[CH2:51][CH2:50][S:49][CH2:48][CH2:47]4)=[C:40]([CH3:57])[CH:39]=3)[CH2:58][CH3:59])=[CH:31][C:30]=2[CH3:60])=[CH:27][CH:28]=1. (2) Given the reactants [C:1]1([N:7]2[C:11]([NH:12][C:13](=[O:15])[O-])=[CH:10][CH:9]=[N:8]2)[CH:6]=[CH:5][CH:4]=[CH:3][CH:2]=1.[CH3:16][O:17][C:18]1[CH:19]=[C:20]2[C:25](=[CH:26][C:27]=1[O:28][CH2:29][CH2:30][O:31][CH3:32])[N:24]=[CH:23][N:22]=[C:21]2[O:33][C:34]1[CH:35]=[C:36]([CH:38]=[CH:39][CH:40]=1)[NH2:37].C(N(CC)[CH:45]([CH3:47])[CH3:46])(C)C.C1C[O:53][CH2:52][CH2:51]1, predict the reaction product. The product is: [CH2:52]([O:53][C:45]([C:9]1[CH:10]=[C:11]([NH:12][C:13]([NH:37][C:36]2[CH:38]=[CH:39][CH:40]=[C:34]([O:33][C:21]3[C:20]4[C:25](=[CH:26][C:27]([O:28][CH2:29][CH2:30][O:31][CH3:32])=[C:18]([O:17][CH3:16])[CH:19]=4)[N:24]=[CH:23][N:22]=3)[CH:35]=2)=[O:15])[N:7]([C:1]2[CH:2]=[CH:3][CH:4]=[CH:5][CH:6]=2)[N:8]=1)([CH3:46])[CH3:47])[CH3:51]. (3) Given the reactants [F:1][C:2]1[CH:7]=[CH:6][C:5]([S:8]([NH:11][C:12]2[CH:17]=[CH:16][C:15]([CH:18]([CH3:20])[CH3:19])=[CH:14][N:13]=2)(=[O:10])=[O:9])=[CH:4][CH:3]=1.[C:21](N=C(N(C)C)N(C)C)([CH3:24])([CH3:23])[CH3:22].BrCC(C)C, predict the reaction product. The product is: [F:1][C:2]1[CH:3]=[CH:4][C:5]([S:8]([N:11]([CH2:22][CH:21]([CH3:24])[CH3:23])[C:12]2[CH:17]=[CH:16][C:15]([CH:18]([CH3:20])[CH3:19])=[CH:14][N:13]=2)(=[O:10])=[O:9])=[CH:6][CH:7]=1. (4) Given the reactants [C:1]1([S:7]([N:10]2[CH2:14][CH:13]([C:15]3[CH:20]=[CH:19][CH:18]=[C:17](Br)[CH:16]=3)[N:12]([CH:22]([CH3:24])[CH3:23])[C:11]2=[O:25])(=[O:9])=[O:8])[CH:6]=[CH:5][CH:4]=[CH:3][CH:2]=1.[F:26][C:27]1[CH:28]=[CH:29][C:30]([CH3:36])=[C:31](B(O)O)[CH:32]=1.C(=O)([O-])[O-].[Na+].[Na+], predict the reaction product. The product is: [C:1]1([S:7]([N:10]2[CH2:14][CH:13]([C:15]3[CH:16]=[C:17]([C:29]4[CH:28]=[C:27]([F:26])[CH:32]=[CH:31][C:30]=4[CH3:36])[CH:18]=[CH:19][CH:20]=3)[N:12]([CH:22]([CH3:24])[CH3:23])[C:11]2=[O:25])(=[O:9])=[O:8])[CH:6]=[CH:5][CH:4]=[CH:3][CH:2]=1. (5) Given the reactants [C:1]1([C:7]2[N:12]=[N:11][C:10]([N:13]3[CH2:20][CH:19]4[NH:21][CH:15]([CH2:16][CH2:17][CH2:18]4)[CH2:14]3)=[CH:9][CH:8]=2)[CH:6]=[CH:5][CH:4]=[CH:3][CH:2]=1.Br[CH2:23][CH3:24].C(N(CC)C(C)C)(C)C.[OH-].[Na+], predict the reaction product. The product is: [CH2:23]([N:21]1[CH:15]2[CH2:16][CH2:17][CH2:18][CH:19]1[CH2:20][N:13]([C:10]1[N:11]=[N:12][C:7]([C:1]3[CH:2]=[CH:3][CH:4]=[CH:5][CH:6]=3)=[CH:8][CH:9]=1)[CH2:14]2)[CH3:24]. (6) Given the reactants [F:1][C:2]1[CH:3]=[C:4]([NH2:10])[C:5]([NH2:9])=[CH:6][C:7]=1[F:8].C(N(CC)CC)C.O=[S:19](Cl)Cl, predict the reaction product. The product is: [F:1][C:2]1[C:7]([F:8])=[CH:6][C:5]2[C:4]([CH:3]=1)=[N:10][S:19][N:9]=2. (7) Given the reactants Br[C:2]1[CH:3]=[C:4]([CH:8]=[C:9]([F:11])[CH:10]=1)[C:5]([OH:7])=[O:6].[CH:12]1(B(O)O)[CH2:14][CH2:13]1.[O-]P([O-])([O-])=O.[K+].[K+].[K+].Cl, predict the reaction product. The product is: [CH:12]1([C:2]2[CH:3]=[C:4]([CH:8]=[C:9]([F:11])[CH:10]=2)[C:5]([OH:7])=[O:6])[CH2:14][CH2:13]1. (8) Given the reactants COC1C=C(C(C2C=CC(OC)=C(OC)C=2)=CC(OC)=O)C=CC=1OC.[CH2:27]([C:29]1[CH:30]=[C:31]([C:37](=O)[C:38]2[CH:43]=[CH:42][C:41]([O:44][CH3:45])=[C:40]([O:46][CH3:47])[CH:39]=2)[CH:32]=[CH:33][C:34]=1[CH2:35][CH3:36])[CH3:28].C(OP([CH2:57][C:58]#[N:59])(=O)OCC)C.C[Si](C)(C)[N-][Si](C)(C)C.[Li+], predict the reaction product. The product is: [CH2:27]([C:29]1[CH:30]=[C:31]([C:37]([C:38]2[CH:43]=[CH:42][C:41]([O:44][CH3:45])=[C:40]([O:46][CH3:47])[CH:39]=2)=[CH:57][C:58]#[N:59])[CH:32]=[CH:33][C:34]=1[CH2:35][CH3:36])[CH3:28].